From a dataset of NCI-60 drug combinations with 297,098 pairs across 59 cell lines. Regression. Given two drug SMILES strings and cell line genomic features, predict the synergy score measuring deviation from expected non-interaction effect. (1) Drug 1: C1=CC(=CC=C1C#N)C(C2=CC=C(C=C2)C#N)N3C=NC=N3. Drug 2: C1=NC2=C(N1)C(=S)N=CN2. Cell line: OVCAR-4. Synergy scores: CSS=44.0, Synergy_ZIP=0.331, Synergy_Bliss=-0.212, Synergy_Loewe=-12.0, Synergy_HSA=-1.88. (2) Cell line: TK-10. Drug 2: CC(C)NC(=O)C1=CC=C(C=C1)CNNC.Cl. Synergy scores: CSS=4.72, Synergy_ZIP=0.979, Synergy_Bliss=-4.92, Synergy_Loewe=-18.3, Synergy_HSA=-7.83. Drug 1: C1CN1C2=NC(=NC(=N2)N3CC3)N4CC4. (3) Drug 1: CCC1(C2=C(COC1=O)C(=O)N3CC4=CC5=C(C=CC(=C5CN(C)C)O)N=C4C3=C2)O.Cl. Drug 2: C1CCC(C(C1)N)N.C(=O)(C(=O)[O-])[O-].[Pt+4]. Cell line: SK-MEL-5. Synergy scores: CSS=42.9, Synergy_ZIP=-5.74, Synergy_Bliss=-0.519, Synergy_Loewe=-5.84, Synergy_HSA=1.38. (4) Synergy scores: CSS=8.60, Synergy_ZIP=-1.25, Synergy_Bliss=1.66, Synergy_Loewe=-0.986, Synergy_HSA=0.649. Cell line: NCI/ADR-RES. Drug 1: C1=CC(=C2C(=C1NCCNCCO)C(=O)C3=C(C=CC(=C3C2=O)O)O)NCCNCCO. Drug 2: CC(C1=C(C=CC(=C1Cl)F)Cl)OC2=C(N=CC(=C2)C3=CN(N=C3)C4CCNCC4)N.